From a dataset of Full USPTO retrosynthesis dataset with 1.9M reactions from patents (1976-2016). Predict the reactants needed to synthesize the given product. (1) Given the product [CH:24]1([C@@H:18]([C:12]2[CH:11]=[C:10]3[C:15]([CH2:16][CH2:17][CH:8]([C:5]4[CH:6]=[CH:7][C:2]([C:29]5[CH:30]=[C:31]([O:34][CH3:35])[CH:32]=[CH:33][C:28]=5[F:27])=[CH:3][CH:4]=4)[O:9]3)=[CH:14][CH:13]=2)[CH2:19][C:20]([O:22][CH3:23])=[O:21])[CH2:25][CH2:26]1, predict the reactants needed to synthesize it. The reactants are: Br[C:2]1[CH:7]=[CH:6][C:5]([CH:8]2[CH2:17][CH2:16][C:15]3[C:10](=[CH:11][C:12]([C@H:18]([CH:24]4[CH2:26][CH2:25]4)[CH2:19][C:20]([O:22][CH3:23])=[O:21])=[CH:13][CH:14]=3)[O:9]2)=[CH:4][CH:3]=1.[F:27][C:28]1[CH:33]=[CH:32][C:31]([O:34][CH3:35])=[CH:30][C:29]=1B(O)O.C([O-])([O-])=O.[K+].[K+].[NH4+].[Cl-]. (2) Given the product [Br:7][C:8]1[C:15]([CH3:16])=[CH:14][C:11]([C:12]([OH:1])=[O:13])=[C:10]([F:17])[CH:9]=1, predict the reactants needed to synthesize it. The reactants are: [OH:1]O.[O-]Cl=O.[Na+].[Br:7][C:8]1[C:15]([CH3:16])=[CH:14][C:11]([CH:12]=[O:13])=[C:10]([F:17])[CH:9]=1.Cl. (3) Given the product [F:1][C:2]1[CH:9]=[C:8]([F:10])[C:7]([O:11][CH3:12])=[CH:6][C:3]=1[CH:4]([OH:5])[C:13]#[N:14], predict the reactants needed to synthesize it. The reactants are: [F:1][C:2]1[CH:9]=[C:8]([F:10])[C:7]([O:11][CH3:12])=[CH:6][C:3]=1[CH:4]=[O:5].[C-:13]#[N:14].[K+].OS([O-])=O.[Na+]. (4) Given the product [C:36]([C:33]1[S:32][C:6]([NH:8][CH:9]2[CH2:13][CH2:12][N:11]([C:14]([O:16][CH:17]3[CH:24]4[CH2:25][C:20]5([C:27](=[O:29])[NH2:28])[CH2:21][CH:22]([CH2:26][CH:18]3[CH2:19]5)[CH2:23]4)=[O:15])[CH2:10]2)=[N:35][CH:34]=1)#[N:37], predict the reactants needed to synthesize it. The reactants are: C(O[C:6]([NH:8][CH:9]1[CH2:13][CH2:12][N:11]([C:14]([O:16][CH:17]2[CH:24]3[CH2:25][C:20]4([C:27](=[O:29])[NH2:28])[CH2:21][CH:22]([CH2:26][CH:18]2[CH2:19]4)[CH2:23]3)=[O:15])[CH2:10]1)=O)(C)(C)C.ClC1[S:32][C:33]([C:36]#[N:37])=[CH:34][N:35]=1.